From a dataset of Catalyst prediction with 721,799 reactions and 888 catalyst types from USPTO. Predict which catalyst facilitates the given reaction. (1) Reactant: [CH3:1][C:2]1[S:29][C:5]2=[N:6][C:7]([C:23]3[CH:28]=[CH:27][CH:26]=[CH:25][N:24]=3)=[C:8]([C@@H:10]([N:12]3C(=O)C4C(=CC=CC=4)C3=O)[CH3:11])[CH:9]=[C:4]2[CH:3]=1.O.NN. Product: [CH3:1][C:2]1[S:29][C:5]2=[N:6][C:7]([C:23]3[CH:28]=[CH:27][CH:26]=[CH:25][N:24]=3)=[C:8]([C@@H:10]([NH2:12])[CH3:11])[CH:9]=[C:4]2[CH:3]=1. The catalyst class is: 162. (2) Reactant: C([O:4][C@@H:5]1[C@@H:11]([O:12]C(=O)C)[C@:10]2([C:17]3[CH:22]=[CH:21][C:20]([Cl:23])=[C:19]([C:24](=[O:34])[C:25]4[CH:30]=[CH:29][C:28]([O:31][CH2:32][CH3:33])=[CH:27][CH:26]=4)[CH:18]=3)[O:16][C@@:7]([CH2:35][O:36]C(=O)C)([CH2:8][O:9]2)[C@H:6]1[O:40]C(=O)C)(=O)C.C[O-].[Na+]. Product: [Cl:23][C:20]1[CH:21]=[CH:22][C:17]([C@@:10]23[O:16][C@@:7]([CH2:35][OH:36])([CH2:8][O:9]2)[C@@H:6]([OH:40])[C@H:5]([OH:4])[C@H:11]3[OH:12])=[CH:18][C:19]=1[C:24]([C:25]1[CH:26]=[CH:27][C:28]([O:31][CH2:32][CH3:33])=[CH:29][CH:30]=1)=[O:34]. The catalyst class is: 111. (3) Reactant: [C:1]([C:4]1[CH:5]=[CH:6][C:7]2[N:8]([C:10]([CH2:13][NH:14][C:15](=[O:21])[O:16][C:17]([CH3:20])([CH3:19])[CH3:18])=[N:11][N:12]=2)[N:9]=1)(=[O:3])[NH2:2].C([O:26]C(CC1N2N=C(C(O)=O)C=CC2=NN=1)=O)(C)(C)C.CN(C(ON1N=NC2C=CC=NC1=2)=[N+](C)C)C.F[P-](F)(F)(F)(F)F.C(N(CC)CC)C. Product: [CH3:1][OH:3].[NH4+:2].[OH-:26].[C:1]([C:4]1[CH:5]=[CH:6][C:7]2[N:8]([C:10]([CH2:13][NH:14][C:15](=[O:21])[O:16][C:17]([CH3:19])([CH3:18])[CH3:20])=[N:11][N:12]=2)[N:9]=1)(=[O:3])[NH2:2]. The catalyst class is: 3. (4) Reactant: [CH3:1][O:2][C:3]1[CH:29]=[CH:28][C:6]2[NH:7][C:8](=[O:27])[N:9]([CH:12]3[CH2:17][CH2:16][N:15]([C:18]4[CH:23]=[C:22]([C:24]([OH:26])=O)C=C[N:19]=4)[CH2:14][CH2:13]3)[CH2:10][CH2:11][C:5]=2[CH:4]=1.[NH2:30][C:31]1[CH:39]=[CH:38][CH:37]=[C:36]2[C:32]=1[CH:33]=[N:34][NH:35]2.[CH3:40][N:41](C(ON1N=NC2C=CC=CC1=2)=[N+](C)C)C.[B-](F)(F)(F)F. Product: [NH:35]1[C:36]2[C:32](=[C:31]([NH:30][C:24]([C:22]3[CH:23]=[C:18]([N:15]4[CH2:16][CH2:17][CH:12]([N:9]5[CH2:10][CH2:11][C:5]6[CH:4]=[C:3]([O:2][CH3:1])[CH:29]=[CH:28][C:6]=6[NH:7][C:8]5=[O:27])[CH2:13][CH2:14]4)[N:19]=[CH:40][N:41]=3)=[O:26])[CH:39]=[CH:38][CH:37]=2)[CH:33]=[N:34]1. The catalyst class is: 3. (5) The catalyst class is: 2. Reactant: C1(C2NN=C(N[C:10]3[N:15]=[C:14]([NH:16][C@H:17](C4C=CC(F)=CC=4)C)[C:13]([CH2:26]O)=C[C:11]=3[F:28])C=2)CC1.C(N(CC)CC)C.CS(Cl)(=O)=O.[N-:41]=[N+:42]=[N-:43].[Na+]. Product: [N:41]([CH:13]([C:14]1[N:15]=[CH:10][C:11]([F:28])=[CH:17][N:16]=1)[CH3:26])=[N+:42]=[N-:43]. (6) The catalyst class is: 3. Reactant: [F:1][CH:2]([F:29])[O:3][C:4]1[CH:9]=[CH:8][C:7]([CH:10]2[CH2:15][N:14]([C:16]([N:18]3[CH2:23][CH2:22][S:21](=[O:25])(=[O:24])[CH2:20][CH2:19]3)=[O:17])[CH2:13][CH:12]([C:26](O)=[O:27])[CH2:11]2)=[CH:6][CH:5]=1.O[N:31]=[C:32]([O:34][CH2:35][CH3:36])[NH2:33].CN(C(ON1N=NC2C=CC=NC1=2)=[N+](C)C)C.F[P-](F)(F)(F)(F)F.C(N(CC)C(C)C)(C)C. Product: [F:1][CH:2]([F:29])[O:3][C:4]1[CH:5]=[CH:6][C:7]([CH:10]2[CH2:11][CH:12]([C:26]3[O:27][N:33]=[C:32]([O:34][CH2:35][CH3:36])[N:31]=3)[CH2:13][N:14]([C:16]([N:18]3[CH2:19][CH2:20][S:21](=[O:25])(=[O:24])[CH2:22][CH2:23]3)=[O:17])[CH2:15]2)=[CH:8][CH:9]=1. (7) Reactant: [Cl:1][C:2]1[CH:7]=[C:6]([F:8])[C:5]([CH:9]([CH:11]2[CH2:13][CH2:12]2)O)=[C:4]([F:14])[CH:3]=1.FC(F)(F)C(O)=O.[F:22][C:23]1[CH:24]=[C:25]2[C:29](=[C:30]([CH2:32][S:33]([CH3:36])(=[O:35])=[O:34])[CH:31]=1)[NH:28][CH:27]=[CH:26]2. Product: [Cl:1][C:2]1[CH:7]=[C:6]([F:8])[C:5]([CH:9]([CH:11]2[CH2:13][CH2:12]2)[C:26]2[C:25]3[C:29](=[C:30]([CH2:32][S:33]([CH3:36])(=[O:34])=[O:35])[CH:31]=[C:23]([F:22])[CH:24]=3)[NH:28][CH:27]=2)=[C:4]([F:14])[CH:3]=1. The catalyst class is: 4.